Dataset: NCI-60 drug combinations with 297,098 pairs across 59 cell lines. Task: Regression. Given two drug SMILES strings and cell line genomic features, predict the synergy score measuring deviation from expected non-interaction effect. (1) Drug 1: CCCS(=O)(=O)NC1=C(C(=C(C=C1)F)C(=O)C2=CNC3=C2C=C(C=N3)C4=CC=C(C=C4)Cl)F. Drug 2: CN1CCC(CC1)COC2=C(C=C3C(=C2)N=CN=C3NC4=C(C=C(C=C4)Br)F)OC. Cell line: NCI/ADR-RES. Synergy scores: CSS=3.55, Synergy_ZIP=-1.06, Synergy_Bliss=-0.333, Synergy_Loewe=-3.85, Synergy_HSA=-1.83. (2) Drug 1: CC(CN1CC(=O)NC(=O)C1)N2CC(=O)NC(=O)C2. Drug 2: CC1C(C(CC(O1)OC2CC(CC3=C2C(=C4C(=C3O)C(=O)C5=C(C4=O)C(=CC=C5)OC)O)(C(=O)CO)O)N)O.Cl. Cell line: OVCAR-8. Synergy scores: CSS=36.7, Synergy_ZIP=-3.76, Synergy_Bliss=-3.19, Synergy_Loewe=-1.24, Synergy_HSA=0.639. (3) Drug 1: CC1=C(C(CCC1)(C)C)C=CC(=CC=CC(=CC(=O)O)C)C. Drug 2: CCCCCOC(=O)NC1=NC(=O)N(C=C1F)C2C(C(C(O2)C)O)O. Cell line: HL-60(TB). Synergy scores: CSS=25.8, Synergy_ZIP=0.380, Synergy_Bliss=-0.464, Synergy_Loewe=-14.2, Synergy_HSA=0.585. (4) Drug 1: CCC1(CC2CC(C3=C(CCN(C2)C1)C4=CC=CC=C4N3)(C5=C(C=C6C(=C5)C78CCN9C7C(C=CC9)(C(C(C8N6C=O)(C(=O)OC)O)OC(=O)C)CC)OC)C(=O)OC)O.OS(=O)(=O)O. Drug 2: CS(=O)(=O)OCCCCOS(=O)(=O)C. Cell line: SK-OV-3. Synergy scores: CSS=-1.62, Synergy_ZIP=1.27, Synergy_Bliss=0.0273, Synergy_Loewe=0.370, Synergy_HSA=-1.83. (5) Drug 1: COC1=CC(=CC(=C1O)OC)C2C3C(COC3=O)C(C4=CC5=C(C=C24)OCO5)OC6C(C(C7C(O6)COC(O7)C8=CC=CS8)O)O. Cell line: HOP-92. Drug 2: CCC1(CC2CC(C3=C(CCN(C2)C1)C4=CC=CC=C4N3)(C5=C(C=C6C(=C5)C78CCN9C7C(C=CC9)(C(C(C8N6C)(C(=O)OC)O)OC(=O)C)CC)OC)C(=O)OC)O.OS(=O)(=O)O. Synergy scores: CSS=53.6, Synergy_ZIP=-1.16, Synergy_Bliss=2.37, Synergy_Loewe=-2.11, Synergy_HSA=6.09.